This data is from Full USPTO retrosynthesis dataset with 1.9M reactions from patents (1976-2016). The task is: Predict the reactants needed to synthesize the given product. (1) Given the product [Cl:23][C:22]1[C:16]2[O:15][CH2:14][C@H:13]([CH2:12][N:29]([CH3:30])[CH3:28])[O:18][C:17]=2[CH:19]=[C:20]([S:24]([CH3:27])(=[O:26])=[O:25])[CH:21]=1, predict the reactants needed to synthesize it. The reactants are: CC1C=CC(S(O[CH2:12][C@@H:13]2[O:18][C:17]3[CH:19]=[C:20]([S:24]([CH3:27])(=[O:26])=[O:25])[CH:21]=[C:22]([Cl:23])[C:16]=3[O:15][CH2:14]2)(=O)=O)=CC=1.[CH3:28][NH:29][CH3:30]. (2) Given the product [CH3:15][C:13]1([CH3:16])[CH:12]([OH:17])[CH:11]([NH:18][CH2:19][CH2:20][C:21]2[CH:26]=[CH:25][CH:24]=[CH:23][CH:22]=2)[C:10]2[C:9](=[CH:8][C:7]3[NH:6][S:3](=[O:5])(=[O:4])[CH2:2][O:29][C:28]=3[CH:27]=2)[O:14]1, predict the reactants needed to synthesize it. The reactants are: Cl[CH2:2][S:3]([NH:6][C:7]1[C:28]([OH:29])=[CH:27][C:10]2[C@H:11]([NH:18][CH2:19][CH2:20][C:21]3[CH:26]=[CH:25][CH:24]=[CH:23][CH:22]=3)[C@@H:12]([OH:17])[C:13]([CH3:16])([CH3:15])[O:14][C:9]=2[CH:8]=1)(=[O:5])=[O:4].[OH-].[Na+].[Cl-].[NH4+]. (3) Given the product [N:28]1[CH:33]=[CH:32][C:31]([C:2]2[CH:7]=[CH:6][C:5]([NH:8][S:9]([C:12]3[N:13]([CH3:23])[C:14]4[C:19]([C:20]=3[CH3:21])=[CH:18][C:17]([F:22])=[CH:16][CH:15]=4)(=[O:11])=[O:10])=[C:4]([C:24]([F:25])([F:27])[F:26])[CH:3]=2)=[CH:30][CH:29]=1, predict the reactants needed to synthesize it. The reactants are: Br[C:2]1[CH:7]=[CH:6][C:5]([NH:8][S:9]([C:12]2[N:13]([CH3:23])[C:14]3[C:19]([C:20]=2[CH3:21])=[CH:18][C:17]([F:22])=[CH:16][CH:15]=3)(=[O:11])=[O:10])=[C:4]([C:24]([F:27])([F:26])[F:25])[CH:3]=1.[N:28]1[CH:33]=[CH:32][C:31](B(O)O)=[CH:30][CH:29]=1. (4) Given the product [Br:11][C:12]1[CH:13]=[C:14]2[C:19](=[CH:20][CH:21]=1)[C:18]([C:1](=[O:3])[CH3:2])=[C:17]([O:22][CH3:23])[CH:16]=[CH:15]2, predict the reactants needed to synthesize it. The reactants are: [C:1](OC(=O)C)(=[O:3])[CH3:2].S(C)C.[Br:11][C:12]1[CH:13]=[C:14]2[C:19](=[CH:20][CH:21]=1)[CH:18]=[C:17]([O:22][CH3:23])[CH:16]=[CH:15]2.C([O-])(O)=O.[Na+].C([O-])([O-])=O.[Na+].[Na+].CI. (5) Given the product [C:1]([O:5][C:6]([N:8]1[CH2:9][CH2:10][N:11]([C:14]2[C:19]([NH2:20])=[CH:18][C:17]([Cl:23])=[CH:16][N:15]=2)[CH2:12][CH2:13]1)=[O:7])([CH3:4])([CH3:2])[CH3:3], predict the reactants needed to synthesize it. The reactants are: [C:1]([O:5][C:6]([N:8]1[CH2:13][CH2:12][N:11]([C:14]2[C:19]([N+:20]([O-])=O)=[CH:18][C:17]([Cl:23])=[CH:16][N:15]=2)[CH2:10][CH2:9]1)=[O:7])([CH3:4])([CH3:3])[CH3:2].C(OCC)(=O)C. (6) Given the product [CH3:46][O:45][CH:44]([O:47][CH3:48])[C:37]1[CH:36]=[C:8]([C:7]([C:1]2[CH:2]=[CH:3][CH:4]=[CH:5][CH:6]=2)=[O:13])[CH:40]=[CH:39][C:38]=1[N+:41]([O-:43])=[O:42], predict the reactants needed to synthesize it. The reactants are: [C:1]1([CH2:7][C:8]#N)[CH:6]=[CH:5][CH:4]=[CH:3][CH:2]=1.[H-].[Na+].C[O:13]CCOCCN(CCOCCOC)CCOCCOC.ClC1[CH:40]=[CH:39][C:38]([N+:41]([O-:43])=[O:42])=[C:37]([CH:44]([O:47][CH3:48])[O:45][CH3:46])[CH:36]=1. (7) Given the product [Cl:1][C:2]1[S:3][C:4]([C:9]([O:11][CH2:12][CH3:13])=[O:10])=[C:5]([C:7]2[NH:16][N:15]=[N:14][N:8]=2)[N:6]=1, predict the reactants needed to synthesize it. The reactants are: [Cl:1][C:2]1[S:3][C:4]([C:9]([O:11][CH2:12][CH3:13])=[O:10])=[C:5]([C:7]#[N:8])[N:6]=1.[N:14]([Si](C)(C)C)=[N+:15]=[N-:16].C[Sn](=O)C. (8) Given the product [C:15]([C:19]1[CH:20]=[C:21](/[CH:22]=[CH:2]/[C:1]([C:4]2[CH:12]=[CH:11][C:7]([C:8]([OH:10])=[O:9])=[CH:6][CH:5]=2)=[O:3])[CH:24]=[C:25]([C:27]([CH3:30])([CH3:29])[CH3:28])[CH:26]=1)([CH3:18])([CH3:17])[CH3:16], predict the reactants needed to synthesize it. The reactants are: [C:1]([C:4]1[CH:12]=[CH:11][C:7]([C:8]([OH:10])=[O:9])=[CH:6][CH:5]=1)(=[O:3])[CH3:2].[OH-].[Na+].[C:15]([C:19]1[CH:20]=[C:21]([CH:24]=[C:25]([C:27]([CH3:30])([CH3:29])[CH3:28])[CH:26]=1)[CH:22]=O)([CH3:18])([CH3:17])[CH3:16].Cl. (9) Given the product [C:1]([O:5][CH:6]([C:11]1[C:12]([C:21]2[CH:26]=[CH:25][C:24]([CH3:27])=[CH:23][CH:22]=2)=[C:13]2[CH:20]=[CH:19][N:18]([CH2:29][C:30]3[C:31]([Cl:38])=[CH:32][CH:33]=[C:34]([F:37])[C:35]=3[F:36])[C:14]2=[N:15][C:16]=1[CH3:17])[C:7]([OH:9])=[O:8])([CH3:4])([CH3:2])[CH3:3], predict the reactants needed to synthesize it. The reactants are: [C:1]([O:5][CH:6]([C:11]1[C:12]([C:21]2[CH:26]=[CH:25][C:24]([CH3:27])=[CH:23][CH:22]=2)=[C:13]2[CH:20]=[CH:19][NH:18][C:14]2=[N:15][C:16]=1[CH3:17])[C:7]([O:9]C)=[O:8])([CH3:4])([CH3:3])[CH3:2].Br[CH2:29][C:30]1[C:35]([F:36])=[C:34]([F:37])[CH:33]=[CH:32][C:31]=1[Cl:38].